The task is: Regression/Classification. Given a drug SMILES string, predict its toxicity properties. Task type varies by dataset: regression for continuous values (e.g., LD50, hERG inhibition percentage) or binary classification for toxic/non-toxic outcomes (e.g., AMES mutagenicity, cardiotoxicity, hepatotoxicity). Dataset: herg_karim.. This data is from hERG potassium channel inhibition data for cardiac toxicity prediction from Karim et al.. (1) The drug is NC1(C(=O)NCc2ccc(Cl)cc2)CCN(c2ncnc3[nH]ccc23)CC1. The result is 1 (blocker). (2) The compound is N#Cc1ccc(S(=O)(=O)NCCN2CC3CN(Cc4c[nH]c5ccccc45)CC(C2)O3)cc1. The result is 0 (non-blocker).